This data is from Reaction yield outcomes from USPTO patents with 853,638 reactions. The task is: Predict the reaction yield, written as a fraction of the theoretical maximum amount of product (1.0 means a 100% yield; for example, 0.34 means a 34% yield). (1) The reactants are [F:1][C:2]1[C:3]([CH3:25])=[C:4]([C@@:8]2([C:21]([O:23][CH3:24])=[O:22])[CH2:12][CH2:11][C:10](OS(C(F)(F)F)(=O)=O)=[CH:9]2)[CH:5]=[CH:6][CH:7]=1.[F:26][C:27]1[CH:28]=[N:29][CH:30]=[C:31](B(O)O)[CH:32]=1. No catalyst specified. The product is [F:1][C:2]1[C:3]([CH3:25])=[C:4]([C@@:8]2([C:21]([O:23][CH3:24])=[O:22])[CH2:12][CH2:11][C:10]([C:31]3[CH:30]=[N:29][CH:28]=[C:27]([F:26])[CH:32]=3)=[CH:9]2)[CH:5]=[CH:6][CH:7]=1. The yield is 0.650. (2) The reactants are [CH2:1]([C:3]1([CH2:21][CH3:22])[CH2:8][CH:7]([OH:9])[CH2:6][C:5]([CH3:11])([CH3:10])[N:4]1[O:12][CH:13]([C:15]1[CH:20]=[CH:19][CH:18]=[CH:17][CH:16]=1)[CH3:14])[CH3:2].C(N([CH2:28][CH3:29])CC)C.[C:30]1([CH3:36])[CH:35]=[CH:34][CH:33]=[CH:32][CH:31]=1. The product is [CH2:21]([C:3]1([CH2:1][CH3:2])[CH2:8][CH:7]([O:9][C:7](=[O:9])[CH2:6][CH2:5][CH2:31][CH2:32][CH2:33][CH2:34][CH2:35][CH2:30][CH2:36][CH2:28][CH3:29])[CH2:6][C:5]([CH3:11])([CH3:10])[N:4]1[O:12][CH:13]([C:15]1[CH:16]=[CH:17][CH:18]=[CH:19][CH:20]=1)[CH3:14])[CH3:22]. No catalyst specified. The yield is 0.910. (3) The reactants are Cl.[NH2:2][CH:3]1[CH2:6][CH:5]([OH:7])[CH2:4]1.[C:8]1(=O)[C:16]2[C:11](=[CH:12][CH:13]=[CH:14][CH:15]=2)[C:10](=[O:17])[O:9]1.CCN(C(C)C)C(C)C. The catalyst is C1(C)C=CC=CC=1. The product is [OH:7][CH:5]1[CH2:6][CH:3]([N:2]2[C:8](=[O:9])[C:16]3[C:11](=[CH:12][CH:13]=[CH:14][CH:15]=3)[C:10]2=[O:17])[CH2:4]1. The yield is 0.626. (4) The reactants are [F:1][C:2]1[CH:7]=[C:6]([F:8])[CH:5]=[CH:4][C:3]=1[C:9]1[CH:10]=[C:11]([CH2:20]OS(C)(=O)=O)[C:12](=[O:19])[N:13]([CH2:15][CH:16]([CH3:18])[CH3:17])[N:14]=1.[CH2:26]([NH:28][CH2:29][CH3:30])[CH3:27]. No catalyst specified. The product is [CH2:26]([N:28]([CH2:20][C:11]1[C:12](=[O:19])[N:13]([CH2:15][CH:16]([CH3:18])[CH3:17])[N:14]=[C:9]([C:3]2[CH:4]=[CH:5][C:6]([F:8])=[CH:7][C:2]=2[F:1])[CH:10]=1)[CH2:29][CH3:30])[CH3:27]. The yield is 1.00. (5) The reactants are Br[C:2]1[CH:7]=[CH:6][C:5]([O:8][CH2:9][CH2:10][CH2:11][CH2:12][CH2:13][CH2:14][CH3:15])=[CH:4][CH:3]=1.[CH3:16][N:17]1C(=O)CCC1. The catalyst is [C-]#N.[Zn+2].[C-]#N.[Pd].C1(P(C2C=CC=CC=2)C2C=CC=CC=2)C=CC=CC=1.C1(P(C2C=CC=CC=2)C2C=CC=CC=2)C=CC=CC=1.C1(P(C2C=CC=CC=2)C2C=CC=CC=2)C=CC=CC=1.C1(P(C2C=CC=CC=2)C2C=CC=CC=2)C=CC=CC=1. The product is [CH2:9]([O:8][C:5]1[CH:6]=[CH:7][C:2]([C:16]#[N:17])=[CH:3][CH:4]=1)[CH2:10][CH2:11][CH2:12][CH2:13][CH2:14][CH3:15]. The yield is 0.730. (6) The reactants are [C:1]([O:5][C:6]([C:8]1[CH:9]=[C:10]([C:14]2[C:19]([CH3:20])=[CH:18][CH:17]=[CH:16][N+:15]=2[O-])[CH:11]=[CH:12][CH:13]=1)=[O:7])([CH3:4])([CH3:3])[CH3:2].[N:22]1C=CC=CC=1.CS(OS(C)(=O)=O)(=O)=O.C(CN)O. The catalyst is CC#N.O. The product is [C:1]([O:5][C:6](=[O:7])[C:8]1[CH:13]=[CH:12][CH:11]=[C:10]([C:14]2[C:19]([CH3:20])=[CH:18][CH:17]=[C:16]([NH2:22])[N:15]=2)[CH:9]=1)([CH3:4])([CH3:3])[CH3:2]. The yield is 0.530. (7) The reactants are [OH:1][CH2:2][C@H:3]([N:5]1[C:13]2[C:8](=[C:9]([C:16]([F:19])([F:18])[F:17])[C:10]([C:14]#[N:15])=[CH:11][CH:12]=2)[CH:7]=[C:6]1[CH3:20])[CH3:4].[H-].[Na+].I[CH3:24]. The catalyst is C1COCC1. The product is [CH3:20][C:6]1[N:5]([C@H:3]([CH3:4])[CH2:2][O:1][CH3:24])[C:13]2[C:8]([CH:7]=1)=[C:9]([C:16]([F:19])([F:17])[F:18])[C:10]([C:14]#[N:15])=[CH:11][CH:12]=2. The yield is 0.410. (8) The reactants are [C:1]1([CH:8]=[CH:7][C:5]([OH:6])=[CH:4][CH:3]=1)[OH:2].C(N([CH2:14][CH3:15])CC)C.[C:16](Cl)(=[O:20])[C:17]([CH3:19])=[CH2:18].[CH3:22][OH:23].Cl[CH2:25]Cl. No catalyst specified. The product is [CH3:25][C:14](=[CH2:15])[C:22]([O:2][C:1]1[CH:8]=[CH:7][C:5]([O:6][C:16](=[O:20])[C:17]([CH3:19])=[CH2:18])=[CH:4][CH:3]=1)=[O:23]. The yield is 0.990.